From a dataset of hERG Central: cardiac toxicity at 1µM, 10µM, and general inhibition. Predict hERG channel inhibition at various concentrations. The drug is O=C(c1ccc([N+](=O)[O-])cc1)N1CCSC1c1ccc(Br)cc1. Results: hERG_inhib (hERG inhibition (general)): blocker.